This data is from Peptide-MHC class II binding affinity with 134,281 pairs from IEDB. The task is: Regression. Given a peptide amino acid sequence and an MHC pseudo amino acid sequence, predict their binding affinity value. This is MHC class II binding data. (1) The peptide sequence is ECGGILQAYDLRDAP. The MHC is DRB3_0202 with pseudo-sequence DRB3_0202. The binding affinity (normalized) is 0. (2) The peptide sequence is AAATAGTTVNGAFAA. The MHC is HLA-DQA10102-DQB10602 with pseudo-sequence HLA-DQA10102-DQB10602. The binding affinity (normalized) is 0.645. (3) The binding affinity (normalized) is 0.588. The peptide sequence is RTFVATFGAASNKAF. The MHC is DRB1_1501 with pseudo-sequence DRB1_1501. (4) The peptide sequence is KANWIEIMRIKKLTI. The MHC is HLA-DPA10201-DPB11401 with pseudo-sequence HLA-DPA10201-DPB11401. The binding affinity (normalized) is 0.346.